The task is: Regression. Given two drug SMILES strings and cell line genomic features, predict the synergy score measuring deviation from expected non-interaction effect.. This data is from NCI-60 drug combinations with 297,098 pairs across 59 cell lines. (1) Drug 1: C1CN1C2=NC(=NC(=N2)N3CC3)N4CC4. Drug 2: CN(C)C1=NC(=NC(=N1)N(C)C)N(C)C. Cell line: HS 578T. Synergy scores: CSS=27.0, Synergy_ZIP=-6.38, Synergy_Bliss=-1.28, Synergy_Loewe=-1.06, Synergy_HSA=-0.972. (2) Drug 1: CS(=O)(=O)C1=CC(=C(C=C1)C(=O)NC2=CC(=C(C=C2)Cl)C3=CC=CC=N3)Cl. Drug 2: CN1C(=O)N2C=NC(=C2N=N1)C(=O)N. Cell line: CCRF-CEM. Synergy scores: CSS=-1.35, Synergy_ZIP=0.411, Synergy_Bliss=-2.78, Synergy_Loewe=-13.5, Synergy_HSA=-9.14. (3) Drug 1: C1CNP(=O)(OC1)N(CCCl)CCCl. Drug 2: N.N.Cl[Pt+2]Cl. Cell line: HCC-2998. Synergy scores: CSS=36.2, Synergy_ZIP=-3.50, Synergy_Bliss=-4.83, Synergy_Loewe=-3.34, Synergy_HSA=2.13. (4) Drug 1: CS(=O)(=O)C1=CC(=C(C=C1)C(=O)NC2=CC(=C(C=C2)Cl)C3=CC=CC=N3)Cl. Drug 2: C1=NC(=NC(=O)N1C2C(C(C(O2)CO)O)O)N. Cell line: MOLT-4. Synergy scores: CSS=6.70, Synergy_ZIP=-2.54, Synergy_Bliss=-0.984, Synergy_Loewe=-4.20, Synergy_HSA=-1.88. (5) Drug 1: CCCCC(=O)OCC(=O)C1(CC(C2=C(C1)C(=C3C(=C2O)C(=O)C4=C(C3=O)C=CC=C4OC)O)OC5CC(C(C(O5)C)O)NC(=O)C(F)(F)F)O. Drug 2: CCC1(C2=C(COC1=O)C(=O)N3CC4=CC5=C(C=CC(=C5CN(C)C)O)N=C4C3=C2)O.Cl. Cell line: SNB-19. Synergy scores: CSS=50.9, Synergy_ZIP=-1.90, Synergy_Bliss=-2.62, Synergy_Loewe=-0.813, Synergy_HSA=2.91. (6) Drug 1: C1=CC(=CC=C1CCCC(=O)O)N(CCCl)CCCl. Drug 2: CC1C(C(=O)NC(C(=O)N2CCCC2C(=O)N(CC(=O)N(C(C(=O)O1)C(C)C)C)C)C(C)C)NC(=O)C3=C4C(=C(C=C3)C)OC5=C(C(=O)C(=C(C5=N4)C(=O)NC6C(OC(=O)C(N(C(=O)CN(C(=O)C7CCCN7C(=O)C(NC6=O)C(C)C)C)C)C(C)C)C)N)C. Synergy scores: CSS=61.7, Synergy_ZIP=-3.84, Synergy_Bliss=-14.5, Synergy_Loewe=-13.7, Synergy_HSA=-13.5. Cell line: HL-60(TB). (7) Drug 2: CC1C(C(CC(O1)OC2CC(CC3=C2C(=C4C(=C3O)C(=O)C5=CC=CC=C5C4=O)O)(C(=O)C)O)N)O. Drug 1: COC1=NC(=NC2=C1N=CN2C3C(C(C(O3)CO)O)O)N. Cell line: SK-OV-3. Synergy scores: CSS=29.8, Synergy_ZIP=1.18, Synergy_Bliss=0.523, Synergy_Loewe=-36.2, Synergy_HSA=-0.292.